From a dataset of Reaction yield outcomes from USPTO patents with 853,638 reactions. Predict the reaction yield, written as a fraction of the theoretical maximum amount of product (1.0 means a 100% yield; for example, 0.34 means a 34% yield). (1) The catalyst is C1(C)C=CC=CC=1. The reactants are [C:1]1([C:7]#[C:8][C:9]2[CH:10]=[C:11]([C:23]([C:25]([C:27]3[CH:32]=[CH:31][CH:30]=[CH:29][CH:28]=3)=O)=O)[CH:12]=[C:13]([C:15]#[C:16][C:17]3[CH:22]=[CH:21][CH:20]=[CH:19][CH:18]=3)[CH:14]=2)[CH:6]=[CH:5][CH:4]=[CH:3][CH:2]=1.[C:33]1([CH2:39][C:40]([CH2:42][C:43]2[CH:48]=[CH:47][CH:46]=[CH:45][CH:44]=2)=[O:41])[CH:38]=[CH:37][CH:36]=[CH:35][CH:34]=1.C(O)CC.[OH-].C([N+](C)(C)C)C1C=CC=CC=1. The product is [C:1]1([C:7]#[C:8][C:9]2[CH:14]=[C:13]([C:15]3[C:16]([C:17]4[CH:18]=[CH:19][CH:20]=[CH:21][CH:22]=4)=[C:42]([C:43]4[CH:44]=[CH:45][CH:46]=[CH:47][CH:48]=4)[C:40](=[O:41])[C:39]=3[C:33]3[CH:34]=[CH:35][CH:36]=[CH:37][CH:38]=3)[CH:12]=[C:11]([C:23]#[C:25][C:27]3[CH:28]=[CH:29][CH:30]=[CH:31][CH:32]=3)[CH:10]=2)[CH:6]=[CH:5][CH:4]=[CH:3][CH:2]=1. The yield is 0.764. (2) The reactants are [C:1]([OH:14])(=[O:13])[C:2]1[CH:12]=[C:9]([O:10][CH3:11])[C:7]([OH:8])=[C:4]([O:5][CH3:6])[CH:3]=1.[C:15](OC(=O)C)(=[O:17])[CH3:16]. The product is [C:15]([O:8][C:7]1[C:9]([O:10][CH3:11])=[CH:12][C:2]([C:1]([OH:14])=[O:13])=[CH:3][C:4]=1[O:5][CH3:6])(=[O:17])[CH3:16]. The yield is 0.950. The catalyst is N1C=CC=CC=1.